Dataset: NCI-60 drug combinations with 297,098 pairs across 59 cell lines. Task: Regression. Given two drug SMILES strings and cell line genomic features, predict the synergy score measuring deviation from expected non-interaction effect. Drug 1: CCC1(CC2CC(C3=C(CCN(C2)C1)C4=CC=CC=C4N3)(C5=C(C=C6C(=C5)C78CCN9C7C(C=CC9)(C(C(C8N6C)(C(=O)OC)O)OC(=O)C)CC)OC)C(=O)OC)O.OS(=O)(=O)O. Drug 2: CN(CC1=CN=C2C(=N1)C(=NC(=N2)N)N)C3=CC=C(C=C3)C(=O)NC(CCC(=O)O)C(=O)O. Cell line: CAKI-1. Synergy scores: CSS=14.7, Synergy_ZIP=0.494, Synergy_Bliss=-0.408, Synergy_Loewe=-19.1, Synergy_HSA=-1.58.